This data is from Full USPTO retrosynthesis dataset with 1.9M reactions from patents (1976-2016). The task is: Predict the reactants needed to synthesize the given product. (1) The reactants are: [Br:1][C:2]1[CH:7]=[CH:6][C:5]([S:8]([N:11]2[C:19]3[C:14](=[CH:15][CH:16]=[CH:17][CH:18]=3)[CH:13]=[C:12]2[C:20](OCC)=[O:21])(=[O:10])=[O:9])=[CH:4][CH:3]=1.[H-].C1(C)C=CC=CC=1.O.O.O.O.O.O.O.O.O.O.S([O-])([O-])(=O)=O.[Na+].[Na+].S([O-])([O-])(=O)=O.[Na+].[Na+]. Given the product [Br:1][C:2]1[CH:7]=[CH:6][C:5]([S:8]([N:11]2[C:19]3[C:14](=[CH:15][CH:16]=[CH:17][CH:18]=3)[CH:13]=[C:12]2[CH2:20][OH:21])(=[O:9])=[O:10])=[CH:4][CH:3]=1, predict the reactants needed to synthesize it. (2) Given the product [O:15]1[CH2:16][CH2:17][CH2:18][CH2:19][CH:14]1[O:13][CH2:12][CH2:11][N:7]1[CH:8]=[CH:9][C:4](=[O:3])[CH:5]=[CH:6]1, predict the reactants needed to synthesize it. The reactants are: [H-].[Na+].[OH:3][C:4]1[CH:9]=[CH:8][N:7]=[CH:6][CH:5]=1.Br[CH2:11][CH2:12][O:13][CH:14]1[CH2:19][CH2:18][CH2:17][CH2:16][O:15]1.